This data is from Catalyst prediction with 721,799 reactions and 888 catalyst types from USPTO. The task is: Predict which catalyst facilitates the given reaction. (1) The catalyst class is: 4. Reactant: [Cl:1][C:2]1[CH:3]=[C:4]([C:8]2[N:9]([CH2:19][C:20]3[CH:25]=[C:24]([Cl:26])[CH:23]=[CH:22][C:21]=3[Cl:27])[C:10]([C:15]([O:17][CH3:18])=[O:16])=[C:11]([CH2:13]O)[N:12]=2)[CH:5]=[N:6][CH:7]=1.[Br:28]P(Br)Br.O. Product: [Br:28][CH2:13][C:11]1[N:12]=[C:8]([C:4]2[CH:5]=[N:6][CH:7]=[C:2]([Cl:1])[CH:3]=2)[N:9]([CH2:19][C:20]2[CH:25]=[C:24]([Cl:26])[CH:23]=[CH:22][C:21]=2[Cl:27])[C:10]=1[C:15]([O:17][CH3:18])=[O:16]. (2) Reactant: [OH-].[K+].[CH3:3][O:4][N:5]=[C:6]1[C:10]2[CH:11]=[CH:12][CH:13]=[CH:14][C:9]=2[O:8][C:7]1=[N:15][OH:16].[CH2:17]1[O:19][CH2:18]1.C(O)(=O)C. Product: [CH3:3][O:4][N:5]=[C:6]([C:7]1[O:19][CH2:18][CH2:17][O:16][N:15]=1)[C:10]1[CH:11]=[CH:12][CH:13]=[CH:14][C:9]=1[OH:8]. The catalyst class is: 6. (3) Reactant: [CH3:1][O:2][C:3]1[CH:9]=[C:8]([N:10]2[CH2:15][CH2:14][O:13][CH2:12][CH2:11]2)[CH:7]=[CH:6][C:4]=1[NH2:5].[Br:16][C:17]1[CH:18]=[CH:19][CH:20]=[C:21]2[C:26]=1[N:25]=[C:24](Cl)[N:23]=[CH:22]2.C([O-])([O-])=O.[K+].[K+]. Product: [Br:16][C:17]1[CH:18]=[CH:19][CH:20]=[C:21]2[C:26]=1[N:25]=[C:24]([NH:5][C:4]1[CH:6]=[CH:7][C:8]([N:10]3[CH2:15][CH2:14][O:13][CH2:12][CH2:11]3)=[CH:9][C:3]=1[O:2][CH3:1])[N:23]=[CH:22]2. The catalyst class is: 23. (4) The catalyst class is: 50. Reactant: [C:1]([NH:4][C:5]1[CH:6]=[C:7]2[C:11](=[CH:12][CH:13]=1)[C:10](=[O:14])[CH2:9][CH2:8]2)(=[O:3])[CH3:2].[OH-].[K+].[CH:17](=O)[CH2:18][CH2:19][CH3:20]. Product: [C:1]([NH:4][C:5]1[CH:6]=[C:7]2[C:11](=[CH:12][CH:13]=1)[C:10](=[O:14])[CH:9]([CH2:17][CH2:18][CH2:19][CH3:20])[CH2:8]2)(=[O:3])[CH3:2]. (5) Reactant: [CH3:1][O:2][C:3](=[O:15])[C:4]1[C:5](=[C:10](I)[CH:11]=[CH:12][CH:13]=1)[C:6]([O:8][CH3:9])=[O:7].[CH3:16][N:17]([CH3:31])[CH2:18][CH2:19][CH2:20][O:21][C:22]1[CH:27]=[CH:26][C:25]([NH2:28])=[C:24]([O:29][CH3:30])[CH:23]=1.C1C=CC(P(C2C(C3C(P(C4C=CC=CC=4)C4C=CC=CC=4)=CC=C4C=3C=CC=C4)=C3C(C=CC=C3)=CC=2)C2C=CC=CC=2)=CC=1.C(=O)([O-])[O-].[Cs+].[Cs+]. Product: [CH3:1][O:2][C:3](=[O:15])[C:4]1[C:5](=[C:10]([NH:28][C:25]2[CH:26]=[CH:27][C:22]([O:21][CH2:20][CH2:19][CH2:18][N:17]([CH3:31])[CH3:16])=[CH:23][C:24]=2[O:29][CH3:30])[CH:11]=[CH:12][CH:13]=1)[C:6]([O:8][CH3:9])=[O:7]. The catalyst class is: 835. (6) Reactant: [Br:1][C:2]1[CH:3]=[N:4][C:5]([O:8]N2C3=NC=CC=C3N=N2)=[N:6][CH:7]=1.[CH3:18][O:19][C:20]1[CH:25]=[CH:24][C:23](B(O)O)=[CH:22][CH:21]=1.C([O-])([O-])=O.[Cs+].[Cs+]. Product: [Br:1][C:2]1[CH:7]=[N:6][C:5]([O:8][C:23]2[CH:24]=[CH:25][C:20]([O:19][CH3:18])=[CH:21][CH:22]=2)=[N:4][CH:3]=1. The catalyst class is: 57. (7) Reactant: [Cl:1][C:2]1[CH:7]=[CH:6][N:5]=[C:4]2[CH:8]=[C:9]([C:11]([O:13]/[N:14]=[C:15](\[NH2:17])/[CH3:16])=O)[S:10][C:3]=12.C1(C)C=CC=CC=1.ClC1C=CN=C2C=C(C(O)=O)SC=12. Product: [Cl:1][C:2]1[CH:7]=[CH:6][N:5]=[C:4]2[CH:8]=[C:9]([C:11]3[O:13][N:14]=[C:15]([CH3:16])[N:17]=3)[S:10][C:3]=12. The catalyst class is: 22. (8) Reactant: [F:1]/[C:2](=[CH:8]\[C:9]1[C:14](=[O:15])[N:13]2[CH:16]=[CH:17][C:18]([CH2:20][CH2:21][C:22]3[S:23][CH:24]=[C:25]([CH:27]([CH3:29])[CH3:28])[N:26]=3)=[CH:19][C:12]2=[N:11][C:10]=1[N:30]1[CH2:35][CH2:34][O:33][CH2:32][CH2:31]1)/[C:3]([O:5]CC)=[O:4].[OH-].[Li+]. Product: [F:1]/[C:2](=[CH:8]\[C:9]1[C:14](=[O:15])[N:13]2[CH:16]=[CH:17][C:18]([CH2:20][CH2:21][C:22]3[S:23][CH:24]=[C:25]([CH:27]([CH3:29])[CH3:28])[N:26]=3)=[CH:19][C:12]2=[N:11][C:10]=1[N:30]1[CH2:35][CH2:34][O:33][CH2:32][CH2:31]1)/[C:3]([OH:5])=[O:4]. The catalyst class is: 193. (9) Reactant: [CH2:1]([O:5][C:6](=[O:26])[C:7]1[CH:12]=[C:11]([O:13][CH2:14][CH:15]([CH3:17])[CH3:16])[CH:10]=[C:9]([NH:18]C(OC(C)(C)C)=O)[CH:8]=1)[CH:2]([CH3:4])[CH3:3].FC(F)(F)C(O)=O. Product: [CH2:1]([O:5][C:6](=[O:26])[C:7]1[CH:12]=[C:11]([O:13][CH2:14][CH:15]([CH3:17])[CH3:16])[CH:10]=[C:9]([NH2:18])[CH:8]=1)[CH:2]([CH3:4])[CH3:3]. The catalyst class is: 4. (10) Reactant: [N+:1]([C:4]1[CH:9]=[CH:8][C:7]([C:10]2[S:11][C:12]3[CH:18]=[C:17]([O:19][CH3:20])[CH:16]=[CH:15][C:13]=3[N:14]=2)=[C:6]([C:21]([F:24])([F:23])[F:22])[CH:5]=1)([O-])=O.O.O.[Sn](Cl)Cl.C(Cl)Cl.CCOC(C)=O. Product: [NH2:1][C:4]1[CH:9]=[CH:8][C:7]([C:10]2[S:11][C:12]3[CH:18]=[C:17]([O:19][CH3:20])[CH:16]=[CH:15][C:13]=3[N:14]=2)=[C:6]([C:21]([F:23])([F:24])[F:22])[CH:5]=1. The catalyst class is: 14.